This data is from Full USPTO retrosynthesis dataset with 1.9M reactions from patents (1976-2016). The task is: Predict the reactants needed to synthesize the given product. (1) Given the product [C:31]([NH:30][C:29]([CH:26]1[CH2:25][CH2:24][N:23]([CH2:22][C:18]2[CH:17]=[C:16]([NH:15][C:14]([C:11]3[CH:12]=[CH:13][C:8]([NH2:7])=[CH:9][N:10]=3)=[O:36])[CH:21]=[CH:20][CH:19]=2)[CH2:28][CH2:27]1)=[O:35])([CH3:34])([CH3:32])[CH3:33], predict the reactants needed to synthesize it. The reactants are: C(OC(=O)[NH:7][C:8]1[CH:9]=[N:10][C:11]([C:14](=[O:36])[NH:15][C:16]2[CH:21]=[CH:20][CH:19]=[C:18]([CH2:22][N:23]3[CH2:28][CH2:27][CH:26]([C:29](=[O:35])[NH:30][C:31]([CH3:34])([CH3:33])[CH3:32])[CH2:25][CH2:24]3)[CH:17]=2)=[CH:12][CH:13]=1)(C)(C)C.Cl. (2) Given the product [C:16]([O:20][C:21]1[C:26]([CH:30]=[O:31])=[N:25][CH:24]=[C:23]([Cl:27])[N:22]=1)([CH3:19])([CH3:17])[CH3:18], predict the reactants needed to synthesize it. The reactants are: CC1(C)CCCC(C)(C)N1.C([Li])CCC.[C:16]([O:20][C:21]1[CH:26]=[N:25][CH:24]=[C:23]([Cl:27])[N:22]=1)([CH3:19])([CH3:18])[CH3:17].CN(C)[CH:30]=[O:31]. (3) Given the product [Br:1][C:2]1[CH:3]=[C:4]([CH:7]=[CH:8][C:9]=1[Cl:10])[CH:5]=[O:6], predict the reactants needed to synthesize it. The reactants are: [Br:1][C:2]1[CH:3]=[C:4]([CH:7]=[CH:8][C:9]=1[Cl:10])[CH2:5][OH:6]. (4) The reactants are: [CH3:1][O:2][C:3]1[CH:17]=[CH:16][C:6]2[NH:7][C:8]([C:10](=[O:15])[C:11]([CH3:14])([CH3:13])[CH3:12])=[N:9][C:5]=2[CH:4]=1.C(=O)([O-])[O-].[Cs+].[Cs+].Br[CH2:25][C:26](=[O:31])[C:27]([CH3:30])([CH3:29])[CH3:28].C(OCC)(=O)C. Given the product [CH3:12][C:11]([CH3:13])([CH3:14])[C:10]([C:8]1[N:7]([CH2:25][C:26](=[O:31])[C:27]([CH3:30])([CH3:29])[CH3:28])[C:6]2[CH:16]=[CH:17][C:3]([O:2][CH3:1])=[CH:4][C:5]=2[N:9]=1)=[O:15], predict the reactants needed to synthesize it. (5) Given the product [CH3:28][O:27][C:22]1[CH:21]=[C:20]2[C:25](=[CH:24][CH:23]=1)[CH:26]=[C:17]([C:11]1[C:15]3[C:14](=[CH:10][CH:9]=[C:8]([C:6]4[N:7]=[C:37]([CH2:36][N:31]5[CH2:32][CH2:33][CH2:34][CH2:35][CH:30]5[CH3:29])[NH:39][N:40]=4)[CH:16]=3)[NH:13][N:12]=1)[CH:18]=[CH:19]2, predict the reactants needed to synthesize it. The reactants are: Cl.Cl.C(O[C:6]([C:8]1[CH:9]=[C:10]2[C:14](=[CH:15][CH:16]=1)[NH:13][N:12]=[C:11]2[C:17]1[CH:26]=[CH:25][C:24]2[C:19](=[CH:20][CH:21]=[C:22]([O:27][CH3:28])[CH:23]=2)[CH:18]=1)=[NH:7])C.[CH3:29][CH:30]1[CH2:35][CH2:34][CH2:33][CH2:32][N:31]1[CH2:36][C:37]([NH:39][NH2:40])=O.C(N(CC)CC)C. (6) Given the product [Cl:1][C:2]1[C:3]([CH2:12][CH:13]([NH:15][C:23]([C:22]2[C:18]([CH:17]([F:28])[F:16])=[N:19][N:20]([CH3:27])[C:21]=2[F:26])=[O:24])[CH3:14])=[N:4][CH:5]=[C:6]([C:8]([F:11])([F:9])[F:10])[CH:7]=1, predict the reactants needed to synthesize it. The reactants are: [Cl:1][C:2]1[C:3]([CH2:12][CH:13]([NH2:15])[CH3:14])=[N:4][CH:5]=[C:6]([C:8]([F:11])([F:10])[F:9])[CH:7]=1.[F:16][CH:17]([F:28])[C:18]1[C:22]([C:23](O)=[O:24])=[C:21]([F:26])[N:20]([CH3:27])[N:19]=1.ON1C2C=CC=CC=2N=N1.C(N(CC)CC)C. (7) Given the product [C:1]([O:5][C:6](=[O:33])[NH:7][CH:8]1[CH2:13][CH2:12][CH:11]([NH:14][C:15]2[C:16]3[N:17]([C:21]([C:24]4[CH:29]=[CH:28][N:27]=[C:26]([NH:41][CH2:34][C:35]5[CH:40]=[CH:39][CH:38]=[CH:37][CH:36]=5)[N:25]=4)=[CH:22][N:23]=3)[CH:18]=[CH:19][N:20]=2)[CH2:10][CH2:9]1)([CH3:4])([CH3:3])[CH3:2], predict the reactants needed to synthesize it. The reactants are: [C:1]([O:5][C:6](=[O:33])[NH:7][CH:8]1[CH2:13][CH2:12][CH:11]([NH:14][C:15]2[C:16]3[N:17]([C:21]([C:24]4[CH:29]=[CH:28][N:27]=[C:26](S(C)=O)[N:25]=4)=[CH:22][N:23]=3)[CH:18]=[CH:19][N:20]=2)[CH2:10][CH2:9]1)([CH3:4])([CH3:3])[CH3:2].[CH2:34]([NH2:41])[C:35]1[CH:40]=[CH:39][CH:38]=[CH:37][CH:36]=1. (8) Given the product [N:9]1[CH:10]=[CH:11][C:6]([C:4]2[N:24]=[C:22]([NH:21][C:18]3[CH:19]=[CH:20][C:15]([C:12](=[O:14])[CH3:13])=[CH:16][CH:17]=3)[S:23][CH:3]=2)=[CH:7][CH:8]=1, predict the reactants needed to synthesize it. The reactants are: Br.Br[CH2:3][C:4]([C:6]1[CH:11]=[CH:10][N:9]=[CH:8][CH:7]=1)=O.[C:12]([C:15]1[CH:20]=[CH:19][C:18]([NH:21][C:22]([NH2:24])=[S:23])=[CH:17][CH:16]=1)(=[O:14])[CH3:13].N. (9) Given the product [CH3:1][C@H:2]1[C@@H:3]([C:9]2[CH:14]=[CH:13][CH:12]=[CH:11][CH:10]=2)[N:4]([C:16]2[CH:17]=[CH:18][C:19]3[O:20][CH2:21][C:22](=[O:26])[NH:23][C:24]=3[N:25]=2)[CH2:5][C@@H:6]([CH3:8])[O:7]1, predict the reactants needed to synthesize it. The reactants are: [CH3:1][C@@H:2]1[O:7][C@H:6]([CH3:8])[CH2:5][NH:4][C@@H:3]1[C:9]1[CH:14]=[CH:13][CH:12]=[CH:11][CH:10]=1.Br[C:16]1[CH:17]=[CH:18][C:19]2[O:20][CH2:21][C:22](=[O:26])[NH:23][C:24]=2[N:25]=1.